This data is from Merck oncology drug combination screen with 23,052 pairs across 39 cell lines. The task is: Regression. Given two drug SMILES strings and cell line genomic features, predict the synergy score measuring deviation from expected non-interaction effect. (1) Drug 1: NC1(c2ccc(-c3nc4ccn5c(=O)[nH]nc5c4cc3-c3ccccc3)cc2)CCC1. Drug 2: CCc1c2c(nc3ccc(O)cc13)-c1cc3c(c(=O)n1C2)COC(=O)C3(O)CC. Cell line: NCIH460. Synergy scores: synergy=29.9. (2) Drug 1: Nc1ccn(C2OC(CO)C(O)C2(F)F)c(=O)n1. Drug 2: CCc1cnn2c(NCc3ccc[n+]([O-])c3)cc(N3CCCCC3CCO)nc12. Cell line: SKMEL30. Synergy scores: synergy=-6.61. (3) Cell line: KPL1. Drug 2: CNC(=O)c1cc(Oc2ccc(NC(=O)Nc3ccc(Cl)c(C(F)(F)F)c3)cc2)ccn1. Synergy scores: synergy=-3.07. Drug 1: COC12C(COC(N)=O)C3=C(C(=O)C(C)=C(N)C3=O)N1CC1NC12.